Task: Predict the reactants needed to synthesize the given product.. Dataset: Full USPTO retrosynthesis dataset with 1.9M reactions from patents (1976-2016) (1) Given the product [ClH:30].[C:1]([N:4]1[C:13]2[C:8](=[CH:9][C:10]([C:14]3[CH:22]=[CH:21][C:17]([C:18]([O:20][CH2:50][CH2:49][N:48]([CH3:52])[CH3:47])=[O:19])=[CH:16][CH:15]=3)=[CH:11][CH:12]=2)[C@H:7]([NH:23][C:24]2[CH:25]=[CH:26][C:27]([Cl:30])=[CH:28][CH:29]=2)[CH2:6][C@@H:5]1[CH3:31])(=[O:3])[CH3:2], predict the reactants needed to synthesize it. The reactants are: [C:1]([N:4]1[C:13]2[C:8](=[CH:9][C:10]([C:14]3[CH:22]=[CH:21][C:17]([C:18]([OH:20])=[O:19])=[CH:16][CH:15]=3)=[CH:11][CH:12]=2)[C@H:7]([NH:23][C:24]2[CH:29]=[CH:28][C:27]([Cl:30])=[CH:26][CH:25]=2)[CH2:6][C@@H:5]1[CH3:31])(=[O:3])[CH3:2].C1CCC(N=C=NC2CCCCC2)CC1.[CH3:47][N:48]([CH3:52])[CH2:49][CH2:50]O. (2) Given the product [F:1][C:2]1[CH:7]=[CH:6][C:5]([CH:8]([CH3:13])[CH2:9][C:10]([Cl:16])=[O:11])=[CH:4][CH:3]=1, predict the reactants needed to synthesize it. The reactants are: [F:1][C:2]1[CH:7]=[CH:6][C:5]([CH:8]([CH3:13])[CH2:9][C:10](O)=[O:11])=[CH:4][CH:3]=1.S(Cl)([Cl:16])=O. (3) Given the product [Cl:6][CH2:7][C:8]([NH:1][C@H:2]([CH3:5])[CH2:3][OH:4])=[O:9], predict the reactants needed to synthesize it. The reactants are: [NH2:1][C@H:2]([CH3:5])[CH2:3][OH:4].[Cl:6][CH2:7][C:8](Cl)=[O:9]. (4) Given the product [CH3:13][O:14][C:15]1[CH:22]=[C:21]([O:23][CH3:24])[CH:20]=[CH:19][C:16]=1[CH2:17][NH:18][S:8]([CH2:7][C:2]1[CH:3]=[CH:4][CH:5]=[CH:6][C:1]=1[CH3:12])(=[O:10])=[O:9], predict the reactants needed to synthesize it. The reactants are: [C:1]1([CH3:12])[CH:6]=[CH:5][CH:4]=[CH:3][C:2]=1[CH2:7][S:8](Cl)(=[O:10])=[O:9].[CH3:13][O:14][C:15]1[CH:22]=[C:21]([O:23][CH3:24])[CH:20]=[CH:19][C:16]=1[CH2:17][NH2:18].O.C(OCC)(=O)C. (5) Given the product [O:10]=[C:8]1[N:7]([CH:11]2[CH2:16][CH2:15][N:14]([C:17]([O:19][C:20]([CH3:21])([CH3:22])[CH3:23])=[O:18])[CH2:13][CH2:12]2)[C:6]2[CH:24]=[CH:25][C:3]([C:1]3[NH:42][N:41]=[N:40][N:2]=3)=[CH:4][C:5]=2[NH:9]1, predict the reactants needed to synthesize it. The reactants are: [C:1]([C:3]1[CH:25]=[CH:24][C:6]2[N:7]([CH:11]3[CH2:16][CH2:15][N:14]([C:17]([O:19][C:20]([CH3:23])([CH3:22])[CH3:21])=[O:18])[CH2:13][CH2:12]3)[C:8](=[O:10])[NH:9][C:5]=2[CH:4]=1)#[N:2].C([Sn](=O)CCCC)CCC.C[Si]([N:40]=[N+:41]=[N-:42])(C)C. (6) Given the product [CH3:39][NH:40][C:4](=[O:3])[CH:5]=[C:6]([C:13]1[CH:14]=[C:15]2[C:19](=[CH:20][CH:21]=1)[NH:18][CH:17]=[C:16]2[CH3:22])[C:7]1[CH:12]=[CH:11][CH:10]=[CH:9][CH:8]=1, predict the reactants needed to synthesize it. The reactants are: C([O:3][C:4](=O)[CH:5]=[C:6]([C:13]1[CH:14]=[C:15]2[C:19](=[CH:20][CH:21]=1)[NH:18][CH:17]=[C:16]2[CH3:22])[C:7]1[CH:12]=[CH:11][CH:10]=[CH:9][CH:8]=1)C.C(OC(=O)C=C(C1C=CC=C2C=1C(C#N)=[CH:39][NH:40]2)C1C=CC=CC=1)C. (7) The reactants are: [F:1][C:2]([F:13])([F:12])[CH2:3][O:4][C:5]1[CH:10]=[CH:9][C:8]([OH:11])=[CH:7][CH:6]=1.S(Cl)([Cl:17])(=O)=O. Given the product [Cl:17][C:7]1[CH:6]=[C:5]([O:4][CH2:3][C:2]([F:12])([F:13])[F:1])[CH:10]=[CH:9][C:8]=1[OH:11], predict the reactants needed to synthesize it. (8) Given the product [CH:1]12[CH2:10][CH:5]3[CH2:6][CH:7]([CH2:9][CH:3]([CH2:4]3)[CH:2]1[NH:11][C:12]([C:14]1[CH:15]=[N:16][N:17]([C:23]3[CH:28]=[CH:27][C:26]([C:62]([O:61][CH2:60][CH3:59])=[O:66])=[CH:25][C:24]=3[CH3:30])[C:18]=1[C:19]([CH3:22])([CH3:21])[CH3:20])=[O:13])[CH2:8]2, predict the reactants needed to synthesize it. The reactants are: [CH:1]12[CH2:10][CH:5]3[CH2:6][CH:7]([CH2:9][CH:3]([CH2:4]3)[CH:2]1[NH:11][C:12]([C:14]1[CH:15]=[N:16][N:17]([C:23]3[CH:28]=[CH:27][C:26](Cl)=[CH:25][C:24]=3[CH3:30])[C:18]=1[C:19]([CH3:22])([CH3:21])[CH3:20])=[O:13])[CH2:8]2.C(N(C(C)C)C(C)C)C.F[B-](F)(F)F.C(P(C(C)(C)C)C(C)(C)C)(C)(C)C.O1C[CH2:62][O:61][CH2:60][CH2:59]1.C([OH:66])C.